From a dataset of Catalyst prediction with 721,799 reactions and 888 catalyst types from USPTO. Predict which catalyst facilitates the given reaction. (1) Reactant: [CH2:1]([O:3][C:4](=[O:25])[C:5]([CH2:12][CH2:13][N:14]1[C:22](=[O:23])[C:21]2[C:16](=[CH:17][CH:18]=[CH:19][CH:20]=2)[C:15]1=[O:24])([CH3:11])[C:6]([O:8]CC)=[O:7])[CH3:2].P([O-])([O-])([O-])=O.[OH-].[Na+]. Product: [O:24]=[C:15]1[C:16]2[C:21](=[CH:20][CH:19]=[CH:18][CH:17]=2)[C:22](=[O:23])[N:14]1[CH2:13][CH2:12][C@:5]([C:4]([O:3][CH2:1][CH3:2])=[O:25])([CH3:11])[C:6]([OH:8])=[O:7]. The catalyst class is: 8. (2) Reactant: [Br:1][C:2]1[CH:3]=[CH:4][C:5]([NH2:8])=[N:6][CH:7]=1.CCN(CC)CC.[C:16](Cl)([C:18]1[CH:23]=[CH:22][CH:21]=[CH:20][CH:19]=1)=[O:17]. Product: [Br:1][C:2]1[CH:3]=[CH:4][C:5]([NH:8][C:16](=[O:17])[C:18]2[CH:23]=[CH:22][CH:21]=[CH:20][CH:19]=2)=[N:6][CH:7]=1. The catalyst class is: 34. (3) Reactant: [F:1][C:2]1[C:11]([OH:12])=[C:10]2[C:5]([CH:6]=[CH:7][C:8]([O:13][CH3:14])=[N:9]2)=[CH:4][CH:3]=1.C1C(=O)N([Br:22])C(=O)C1. Product: [Br:22][C:4]1[CH:3]=[C:2]([F:1])[C:11]([OH:12])=[C:10]2[C:5]=1[CH:6]=[CH:7][C:8]([O:13][CH3:14])=[N:9]2. The catalyst class is: 1. (4) Reactant: Cl.[Cl:2][C:3]1[C:10]([Cl:11])=[CH:9][CH:8]=[C:7]([N+:12]([O-])=[O:13])[C:4]=1[CH2:5][NH2:6].[Sn:15](Cl)(Cl)([Cl:17])[Cl:16]. Product: [OH2:13].[OH2:13].[Sn:15]([Cl:17])[Cl:16].[NH2:12][C:7]1[CH:8]=[CH:9][C:10]([Cl:11])=[C:3]([Cl:2])[C:4]=1[CH2:5][NH2:6]. The catalyst class is: 33. (5) Reactant: Cl.C(OCC)(=O)C.[CH2:8]([N:15]([C:31]([O:33][CH2:34][C:35]1[CH:40]=[CH:39][CH:38]=[CH:37][CH:36]=1)=[O:32])[C@H:16]1[CH2:21][CH2:20][N:19](C(OC(C)(C)C)=O)[CH2:18][C@H:17]1[O:29][CH3:30])[C:9]1[CH:14]=[CH:13][CH:12]=[CH:11][CH:10]=1. Product: [CH2:8]([N:15]([C@H:16]1[CH2:21][CH2:20][NH:19][CH2:18][C@H:17]1[O:29][CH3:30])[C:31](=[O:32])[O:33][CH2:34][C:35]1[CH:40]=[CH:39][CH:38]=[CH:37][CH:36]=1)[C:9]1[CH:10]=[CH:11][CH:12]=[CH:13][CH:14]=1. The catalyst class is: 5.